From a dataset of Peptide-MHC class I binding affinity with 185,985 pairs from IEDB/IMGT. Regression. Given a peptide amino acid sequence and an MHC pseudo amino acid sequence, predict their binding affinity value. This is MHC class I binding data. (1) The peptide sequence is FLADKKMTL. The MHC is HLA-A02:01 with pseudo-sequence HLA-A02:01. The binding affinity (normalized) is 0.936. (2) The peptide sequence is GFDAWFSQR. The MHC is HLA-A31:01 with pseudo-sequence HLA-A31:01. The binding affinity (normalized) is 0.550. (3) The peptide sequence is LMRNHLRDL. The MHC is HLA-B07:02 with pseudo-sequence HLA-B07:02. The binding affinity (normalized) is 0.175.